This data is from Full USPTO retrosynthesis dataset with 1.9M reactions from patents (1976-2016). The task is: Predict the reactants needed to synthesize the given product. (1) Given the product [C:1]([C:4]1[C:12]2[S:11](=[O:33])[CH2:10][CH:9]([C:13]3[CH:18]=[CH:17][C:16]([CH:19]([CH3:20])[CH3:21])=[CH:15][CH:14]=3)[C:8]=2[C:7]([CH3:22])=[C:6]([NH:23][C:24](=[O:30])[CH2:25][C:26]([CH3:29])([CH3:28])[CH3:27])[C:5]=1[CH3:31])(=[O:3])[CH3:2], predict the reactants needed to synthesize it. The reactants are: [C:1]([C:4]1[C:12]2[S:11][CH2:10][CH:9]([C:13]3[CH:18]=[CH:17][C:16]([CH:19]([CH3:21])[CH3:20])=[CH:15][CH:14]=3)[C:8]=2[C:7]([CH3:22])=[C:6]([NH:23][C:24](=[O:30])[CH2:25][C:26]([CH3:29])([CH3:28])[CH3:27])[C:5]=1[CH3:31])(=[O:3])[CH3:2].C(=O)([O-])[OH:33].[Na+].ClC1C=CC=C(C(OO)=O)C=1.S([O-])(O)(=O)=O.[Na+]. (2) Given the product [Br:11][C:12]1[CH:13]=[CH:14][C:15]2[N:16]([CH:18]=[C:19]([C:21]([NH:5][C:4]3[CH:3]=[C:2]([F:1])[C:8]([F:9])=[C:7]([F:10])[CH:6]=3)=[O:22])[N:20]=2)[CH:17]=1, predict the reactants needed to synthesize it. The reactants are: [F:1][C:2]1[CH:3]=[C:4]([CH:6]=[C:7]([F:10])[C:8]=1[F:9])[NH2:5].[Br:11][C:12]1[CH:13]=[CH:14][C:15]2[N:16]([CH:18]=[C:19]([C:21](OCC)=[O:22])[N:20]=2)[CH:17]=1. (3) The reactants are: [O:1]1[CH:6]2[CH2:7][NH:8][CH2:9][CH:5]2[O:4][CH2:3][CH2:2]1.[C:10]([C:12]1[CH:13]=[C:14]([NH:18][C:19]2[C:28]3[C:23](=[CH:24][C:25]([O:34][CH3:35])=[C:26]([O:29][CH2:30][CH2:31][CH2:32]Cl)[CH:27]=3)[N:22]=[CH:21][N:20]=2)[CH:15]=[CH:16][CH:17]=1)#[CH:11].C([O-])([O-])=O.[K+].[K+]. Given the product [C:10]([C:12]1[CH:13]=[C:14]([NH:18][C:19]2[C:28]3[C:23](=[CH:24][C:25]([O:34][CH3:35])=[C:26]([O:29][CH2:30][CH2:31][CH2:32][N:8]4[CH2:7][CH:6]5[O:1][CH2:2][CH2:3][O:4][CH:5]5[CH2:9]4)[CH:27]=3)[N:22]=[CH:21][N:20]=2)[CH:15]=[CH:16][CH:17]=1)#[CH:11], predict the reactants needed to synthesize it.